The task is: Predict the reactants needed to synthesize the given product.. This data is from Full USPTO retrosynthesis dataset with 1.9M reactions from patents (1976-2016). (1) Given the product [C:1]([O:5][C@@H:6]([C:11]1[C:40]([CH3:41])=[N:39][C:38]2=[CH:42][C:35]3=[N:36][N:37]2[C:12]=1[N:13]1[CH2:14][CH2:15][C:16]([CH3:51])([O:17][CH2:18][CH2:19][CH2:20][CH2:21][C@H:22]([CH3:48])[O:23][C:24]2[CH:25]=[CH:26][C:27]([C:44]([F:46])([F:45])[F:47])=[CH:28][C:29]=2[C:30]2[CH:43]=[C:34]3[CH:33]=[CH:32][CH:31]=2)[CH2:49][CH2:50]1)[C:7]([O:9][CH3:10])=[O:8])([CH3:4])([CH3:2])[CH3:3], predict the reactants needed to synthesize it. The reactants are: [C:1]([O:5][C@@H:6]([C:11]1[C:40]([CH3:41])=[N:39][C:38]2=[CH:42][C:35]3=[N:36][N:37]2[C:12]=1[N:13]1[CH2:50][CH2:49][C:16]([CH3:51])([O:17][CH2:18][CH:19]=[CH:20][CH2:21][C@H:22]([CH3:48])[O:23][C:24]2[CH:25]=[CH:26][C:27]([C:44]([F:47])([F:46])[F:45])=[CH:28][C:29]=2[C:30]2[CH:43]=[C:34]3[CH:33]=[CH:32][CH:31]=2)[CH2:15][CH2:14]1)[C:7]([O:9][CH3:10])=[O:8])([CH3:4])([CH3:3])[CH3:2]. (2) Given the product [CH3:1][O:2][C:3]1[CH:4]=[C:5]2[C:10](=[CH:11][C:12]=1[O:13][CH3:14])[N:9]=[CH:8][CH:7]=[C:6]2[O:15][C:16]1[CH:17]=[CH:18][C:19]([NH:22][CH2:23][CH2:24][CH2:25][O:26][C:27]2[CH:32]=[CH:31][CH:30]=[CH:29][C:28]=2[CH3:33])=[CH:20][CH:21]=1, predict the reactants needed to synthesize it. The reactants are: [CH3:1][O:2][C:3]1[CH:4]=[C:5]2[C:10](=[CH:11][C:12]=1[O:13][CH3:14])[N:9]=[CH:8][CH:7]=[C:6]2[O:15][C:16]1[CH:21]=[CH:20][C:19]([NH:22][C:23](=O)[CH2:24][CH2:25][O:26][C:27]2[CH:32]=[CH:31][CH:30]=[CH:29][C:28]=2[CH3:33])=[CH:18][CH:17]=1.Cl.[OH-].[Na+]. (3) The reactants are: [CH3:1][NH:2][C:3]1[CH:4]=[C:5]([C:9]2[C:10]3[C:17]([C:18]([O:20][CH2:21][CH3:22])=[O:19])=[CH:16][NH:15][C:11]=3[N:12]=[CH:13][N:14]=2)[CH:6]=[CH:7][CH:8]=1.[C:23](Cl)(=[O:26])[CH:24]=[CH2:25].C(=O)([O-])[O-].[Na+].[Na+]. Given the product [CH3:1][N:2]([C:3]1[CH:4]=[C:5]([C:9]2[C:10]3[C:17]([C:18]([O:20][CH2:21][CH3:22])=[O:19])=[CH:16][NH:15][C:11]=3[N:12]=[CH:13][N:14]=2)[CH:6]=[CH:7][CH:8]=1)[C:23](=[O:26])[CH:24]=[CH2:25], predict the reactants needed to synthesize it. (4) Given the product [CH2:18]([N:15]1[C:16]2[CH:17]=[C:9]3[N:8]=[C:7]([C:3]4[C:2]([NH:1][C:30]([C:28]5[S:29][C:25]([CH3:24])=[CH:26][CH:27]=5)=[O:31])=[CH:6][NH:5][N:4]=4)[NH:23][C:10]3=[CH:11][C:12]=2[C:13]([CH3:22])([CH3:21])[C:14]1=[O:20])[CH3:19], predict the reactants needed to synthesize it. The reactants are: [NH2:1][C:2]1[C:3]([C:7]2[NH:23][C:10]3=[CH:11][C:12]4[C:13]([CH3:22])([CH3:21])[C:14](=[O:20])[N:15]([CH2:18][CH3:19])[C:16]=4[CH:17]=[C:9]3[N:8]=2)=[N:4][NH:5][CH:6]=1.[CH3:24][C:25]1[S:29][C:28]([C:30](O)=[O:31])=[CH:27][CH:26]=1.